Dataset: Retrosynthesis with 50K atom-mapped reactions and 10 reaction types from USPTO. Task: Predict the reactants needed to synthesize the given product. (1) Given the product CN(CC(=O)OC(C)(C)C)C(=O)CCc1cccc(-c2nc(=O)c3ccccc3s2)n1, predict the reactants needed to synthesize it. The reactants are: CNCC(=O)OC(C)(C)C.O=C(O)CCc1cccc(-c2nc(=O)c3ccccc3s2)n1. (2) Given the product CCOC(=O)c1ccc(Cc2cc(Cl)ccc2OCc2ccc(F)cc2F)o1, predict the reactants needed to synthesize it. The reactants are: CCOC(=O)c1ccc(Cc2cc(Cl)ccc2O)o1.Fc1ccc(CBr)c(F)c1. (3) Given the product C[C@H]1COC(c2ccccn2)CN1c1ccc([N+](=O)[O-])c(N)n1, predict the reactants needed to synthesize it. The reactants are: C[C@H]1COC(c2ccccn2)CN1.Nc1nc(Cl)ccc1[N+](=O)[O-]. (4) Given the product CCOC(=O)N1CCC(Nc2cc(Cl)ccc2[N+](=O)[O-])CC1, predict the reactants needed to synthesize it. The reactants are: CCOC(=O)N1CCC(N)CC1.O=[N+]([O-])c1ccc(Cl)cc1Cl. (5) Given the product O=C(CCCCCBr)c1ccccc1, predict the reactants needed to synthesize it. The reactants are: O=C(Cl)CCCCCBr.c1ccccc1. (6) Given the product COCCCN1CCOc2ccc(CO[C@H]3CN(S(=O)(=O)c4ccc(C)cc4)CC[C@@]34OCCc3cc(COCCOC)ccc34)cc21, predict the reactants needed to synthesize it. The reactants are: COCCCN1CCOc2ccc(CO[C@H]3CN(S(=O)(=O)c4ccc(C)cc4)CC[C@@]34OCCc3cc(CCl)ccc34)cc21.COCCO. (7) Given the product CCCC(=O)NCc1ccc(C2=NOC(c3cc(Br)cc(C(F)(F)F)c3)(C(F)(F)F)C2)cc1Cl, predict the reactants needed to synthesize it. The reactants are: CCCC(=O)Cl.NCc1ccc(C2=NOC(c3cc(Br)cc(C(F)(F)F)c3)(C(F)(F)F)C2)cc1Cl.